Dataset: Full USPTO retrosynthesis dataset with 1.9M reactions from patents (1976-2016). Task: Predict the reactants needed to synthesize the given product. (1) Given the product [Cl:8][C:9]1[CH:16]=[C:15]([N:17]2[C@@H:18]([CH3:24])[C@@H:19]([OH:23])[C@H:20]([CH2:1][CH3:2])[C:21]2=[O:22])[CH:14]=[CH:13][C:10]=1[C:11]#[N:12], predict the reactants needed to synthesize it. The reactants are: [CH:1](NC(C)C)(C)[CH3:2].[Cl:8][C:9]1[CH:16]=[C:15]([N:17]2[C:21](=[O:22])[CH2:20][C@H:19]([OH:23])[C@@H:18]2[CH3:24])[CH:14]=[CH:13][C:10]=1[C:11]#[N:12].ICC.C(O)(=O)C. (2) The reactants are: C([O:5][C:6](=[O:29])[CH2:7][N:8]1[C:16]2[C:11](=[CH:12][C:13]([CH3:17])=[CH:14][CH:15]=2)[C:10]([CH:18]2[C:22]3[CH:23]=[CH:24][CH:25]=[CH:26][C:21]=3[S:20](=[O:28])(=[O:27])[NH:19]2)=[CH:9]1)(C)(C)C.Br[CH2:31][CH2:32][CH2:33][O:34][CH2:35][C:36]1[CH:41]=[CH:40][CH:39]=[CH:38][CH:37]=1. Given the product [CH2:35]([O:34][CH2:33][CH2:32][CH2:31][N:19]1[CH:18]([C:10]2[C:11]3[C:16](=[CH:15][CH:14]=[C:13]([CH3:17])[CH:12]=3)[N:8]([CH2:7][C:6]([OH:5])=[O:29])[CH:9]=2)[C:22]2[CH:23]=[CH:24][CH:25]=[CH:26][C:21]=2[S:20]1(=[O:27])=[O:28])[C:36]1[CH:41]=[CH:40][CH:39]=[CH:38][CH:37]=1, predict the reactants needed to synthesize it. (3) Given the product [Cl:36][C:33]1[CH:34]=[CH:35][C:30]([S:27]([C@@:26]23[CH2:9][CH2:10][C:11]4([O:15][CH2:14][CH2:13][O:12]4)[CH2:16][C@H:17]2[CH2:18][O:19][C:20]2[C:21]([F:38])=[CH:22][CH:23]=[C:24]([F:37])[C:25]3=2)(=[O:29])=[O:28])=[CH:31][CH:32]=1, predict the reactants needed to synthesize it. The reactants are: C(O[CH2:9][CH2:10][C:11]1([CH2:16][CH:17]2[CH:26]([S:27]([C:30]3[CH:35]=[CH:34][C:33]([Cl:36])=[CH:32][CH:31]=3)(=[O:29])=[O:28])[C:25]3[C:20](=[C:21]([F:38])[CH:22]=[CH:23][C:24]=3[F:37])[O:19][CH2:18]2)[O:15][CH2:14][CH2:13][O:12]1)C1C=CC=CC=1.[H][H].CS(Cl)(=O)=O.CCN(CC)CC.